Dataset: Forward reaction prediction with 1.9M reactions from USPTO patents (1976-2016). Task: Predict the product of the given reaction. (1) Given the reactants [NH2:1][C:2]1[N:7]=[CH:6][N:5]=[C:4]2[N:8]([CH:18]3[CH2:22][CH2:21][CH2:20][CH2:19]3)[N:9]=[C:10]([C:11]3[CH:16]=[CH:15][C:14]([OH:17])=[CH:13][CH:12]=3)[C:3]=12.C(=O)([O-])[O-].[K+].[K+].Br[C:30]1[CH:34]=[CH:33][S:32][CH:31]=1, predict the reaction product. The product is: [CH:18]1([N:8]2[C:4]3=[N:5][CH:6]=[N:7][C:2]([NH2:1])=[C:3]3[C:10]([C:11]3[CH:12]=[CH:13][C:14]([O:17][C:30]4[CH:34]=[CH:33][S:32][CH:31]=4)=[CH:15][CH:16]=3)=[N:9]2)[CH2:22][CH2:21][CH2:20][CH2:19]1. (2) Given the reactants [OH:1][C:2]1[C:14]2[CH2:13][O:12][C:11](=[O:15])[C:10]=2[C:9]([C:16]2[CH:20]=[CH:19][S:18][CH:17]=2)=[C:8]2[C:3]=1[CH:4]=[C:5]([O:23][CH3:24])[C:6]([O:21][CH3:22])=[CH:7]2.IC.[C:27](=O)([O-])[O-].[K+].[K+].[Cl-].[NH4+], predict the reaction product. The product is: [CH3:27][O:1][C:2]1[C:14]2[CH2:13][O:12][C:11](=[O:15])[C:10]=2[C:9]([C:16]2[CH:20]=[CH:19][S:18][CH:17]=2)=[C:8]2[C:3]=1[CH:4]=[C:5]([O:23][CH3:24])[C:6]([O:21][CH3:22])=[CH:7]2.